From a dataset of Reaction yield outcomes from USPTO patents with 853,638 reactions. Predict the reaction yield, written as a fraction of the theoretical maximum amount of product (1.0 means a 100% yield; for example, 0.34 means a 34% yield). (1) The reactants are [N:1]([CH2:4][C@@H:5]([NH2:15])[CH2:6][C:7]1[CH:12]=[CH:11][C:10]([Cl:13])=[CH:9][C:8]=1[Cl:14])=[N+:2]=[N-:3].[OH:16][C@H:17]1[C:21]2[N:22]=[CH:23][N:24]=[C:25]([C:26]3[S:30][C:29]([C:31](O)=[O:32])=[CH:28][CH:27]=3)[C:20]=2[C@H:19]([CH3:34])[CH2:18]1.CCN(C(C)C)C(C)C.CN(C(ON1N=NC2C=CC=CC1=2)=[N+](C)C)C.F[P-](F)(F)(F)(F)F. The catalyst is C(Cl)Cl. The yield is 0.100. The product is [N:1]([CH2:4][C@@H:5]([NH:15][C:31]([C:29]1[S:30][C:26]([C:25]2[C:20]3[C@H:19]([CH3:34])[CH2:18][C@@H:17]([OH:16])[C:21]=3[N:22]=[CH:23][N:24]=2)=[CH:27][CH:28]=1)=[O:32])[CH2:6][C:7]1[CH:12]=[CH:11][C:10]([Cl:13])=[CH:9][C:8]=1[Cl:14])=[N+:2]=[N-:3]. (2) The reactants are [CH3:1][C:2]1[CH:11]=[C:10]([CH3:12])[C:9]([C:13]2[N:17]([CH2:18][O:19][CH2:20][CH2:21][Si:22]([CH3:25])([CH3:24])[CH3:23])[N:16]=[CH:15][C:14]=2[CH3:26])=[CH:8][C:3]=1[C:4]([O:6][CH3:7])=[O:5].C1C(=O)N([Cl:34])C(=O)C1. The catalyst is C(#N)C. The product is [Cl:34][C:15]1[C:14]([CH3:26])=[C:13]([C:9]2[C:10]([CH3:12])=[CH:11][C:2]([CH3:1])=[C:3]([CH:8]=2)[C:4]([O:6][CH3:7])=[O:5])[N:17]([CH2:18][O:19][CH2:20][CH2:21][Si:22]([CH3:25])([CH3:23])[CH3:24])[N:16]=1. The yield is 0.610.